This data is from Catalyst prediction with 721,799 reactions and 888 catalyst types from USPTO. The task is: Predict which catalyst facilitates the given reaction. (1) Reactant: C(OC([N:8]1[CH2:17][CH2:16][C:15]2[C:10](=[CH:11][C:12]([CH2:18][CH2:19][C:20]3[N:21]=[N:22][C:23]([O:26][CH2:27][C:28]4[CH:33]=[CH:32][CH:31]=[CH:30][CH:29]=4)=[CH:24][CH:25]=3)=[CH:13][CH:14]=2)[CH2:9]1)=O)(C)(C)C.FC(F)(F)C(O)=O.[OH-].[Na+]. Product: [CH2:27]([O:26][C:23]1[N:22]=[N:21][C:20]([CH2:19][CH2:18][C:12]2[CH:11]=[C:10]3[C:15]([CH2:16][CH2:17][NH:8][CH2:9]3)=[CH:14][CH:13]=2)=[CH:25][CH:24]=1)[C:28]1[CH:29]=[CH:30][CH:31]=[CH:32][CH:33]=1. The catalyst class is: 2. (2) Reactant: [F:1][C:2]([F:14])([F:13])[C:3]1[N:8]=[CH:7][C:6]([S:9](Cl)(=[O:11])=[O:10])=[CH:5][CH:4]=1.[NH2:15][C@@H:16]1[CH2:21][CH2:20][CH2:19][CH2:18][C@H:17]1[CH2:22][OH:23].C(N(CC)CC)C. Product: [OH:23][CH2:22][C@@H:17]1[CH2:18][CH2:19][CH2:20][CH2:21][C@H:16]1[NH:15][S:9]([C:6]1[CH:7]=[N:8][C:3]([C:2]([F:14])([F:13])[F:1])=[CH:4][CH:5]=1)(=[O:11])=[O:10]. The catalyst class is: 4.